This data is from Catalyst prediction with 721,799 reactions and 888 catalyst types from USPTO. The task is: Predict which catalyst facilitates the given reaction. (1) Reactant: C[Si](C)(C)[Cl:3].[CH3:6][N:7]([CH3:37])[C:8]1([C:30]2[CH:35]=[CH:34][CH:33]=[C:32]([F:36])[CH:31]=2)[CH2:13][CH2:12][C:11](=[CH:14][C:15]([NH:17][CH:18]([CH3:29])[CH2:19][C:20]2[C:28]3[C:23](=[CH:24][CH:25]=[CH:26][CH:27]=3)[NH:22][CH:21]=2)=[O:16])[CH2:10][CH2:9]1. Product: [ClH:3].[CH3:37][N:7]([CH3:6])[C:8]1([C:30]2[CH:35]=[CH:34][CH:33]=[C:32]([F:36])[CH:31]=2)[CH2:13][CH2:12][C:11](=[CH:14][C:15]([NH:17][CH:18]([CH3:29])[CH2:19][C:20]2[C:28]3[C:23](=[CH:24][CH:25]=[CH:26][CH:27]=3)[NH:22][CH:21]=2)=[O:16])[CH2:10][CH2:9]1. The catalyst class is: 573. (2) Reactant: [Cl:1][C:2]1[CH:7]=[C:6]2[NH:8][C:9](=[O:45])[C:10]3([CH:15]([C:16]4[CH:21]=[C:20]([Cl:22])[CH:19]=[CH:18][C:17]=4[O:23][C:24]([CH2:34][CH3:35])([C:27]([NH:29][S:30]([CH3:33])(=[O:32])=[O:31])=[O:28])[CH2:25][CH3:26])[CH2:14][C:13](=[O:36])[NH:12][CH:11]3[C:37]3[CH:42]=[C:41]([F:43])[CH:40]=[CH:39][C:38]=3[CH3:44])[C:5]2=[CH:4][CH:3]=1.[C:46](OC(=O)C)(=[O:48])[CH3:47]. Product: [C:46]([N:8]1[C:6]2[C:5](=[CH:4][CH:3]=[C:2]([Cl:1])[CH:7]=2)[C:10]2([CH:15]([C:16]3[CH:21]=[C:20]([Cl:22])[CH:19]=[CH:18][C:17]=3[O:23][C:24]([CH2:34][CH3:35])([C:27]([NH:29][S:30]([CH3:33])(=[O:32])=[O:31])=[O:28])[CH2:25][CH3:26])[CH2:14][C:13](=[O:36])[NH:12][CH:11]2[C:37]2[CH:42]=[C:41]([F:43])[CH:40]=[CH:39][C:38]=2[CH3:44])[C:9]1=[O:45])(=[O:48])[CH3:47]. The catalyst class is: 64.